Dataset: NCI-60 drug combinations with 297,098 pairs across 59 cell lines. Task: Regression. Given two drug SMILES strings and cell line genomic features, predict the synergy score measuring deviation from expected non-interaction effect. (1) Drug 1: CS(=O)(=O)CCNCC1=CC=C(O1)C2=CC3=C(C=C2)N=CN=C3NC4=CC(=C(C=C4)OCC5=CC(=CC=C5)F)Cl. Drug 2: CC1CCCC2(C(O2)CC(NC(=O)CC(C(C(=O)C(C1O)C)(C)C)O)C(=CC3=CSC(=N3)C)C)C. Cell line: SN12C. Synergy scores: CSS=25.0, Synergy_ZIP=-1.63, Synergy_Bliss=-4.25, Synergy_Loewe=-7.84, Synergy_HSA=-0.923. (2) Synergy scores: CSS=0.805, Synergy_ZIP=-2.25, Synergy_Bliss=-4.31, Synergy_Loewe=-11.1, Synergy_HSA=-8.93. Drug 1: CNC(=O)C1=NC=CC(=C1)OC2=CC=C(C=C2)NC(=O)NC3=CC(=C(C=C3)Cl)C(F)(F)F. Drug 2: C(CC(=O)O)C(=O)CN.Cl. Cell line: SR. (3) Drug 1: CC1=C2C(C(=O)C3(C(CC4C(C3C(C(C2(C)C)(CC1OC(=O)C(C(C5=CC=CC=C5)NC(=O)OC(C)(C)C)O)O)OC(=O)C6=CC=CC=C6)(CO4)OC(=O)C)O)C)O. Drug 2: CS(=O)(=O)OCCCCOS(=O)(=O)C. Cell line: OVCAR-5. Synergy scores: CSS=25.4, Synergy_ZIP=-5.63, Synergy_Bliss=-3.11, Synergy_Loewe=10.9, Synergy_HSA=3.18. (4) Synergy scores: CSS=33.7, Synergy_ZIP=-2.27, Synergy_Bliss=-1.39, Synergy_Loewe=-4.93, Synergy_HSA=2.36. Drug 2: COC1=CC(=CC(=C1O)OC)C2C3C(COC3=O)C(C4=CC5=C(C=C24)OCO5)OC6C(C(C7C(O6)COC(O7)C8=CC=CS8)O)O. Cell line: SF-268. Drug 1: CCC1=CC2CC(C3=C(CN(C2)C1)C4=CC=CC=C4N3)(C5=C(C=C6C(=C5)C78CCN9C7C(C=CC9)(C(C(C8N6C)(C(=O)OC)O)OC(=O)C)CC)OC)C(=O)OC.C(C(C(=O)O)O)(C(=O)O)O. (5) Drug 1: CCC(=C(C1=CC=CC=C1)C2=CC=C(C=C2)OCCN(C)C)C3=CC=CC=C3.C(C(=O)O)C(CC(=O)O)(C(=O)O)O. Drug 2: CC=C1C(=O)NC(C(=O)OC2CC(=O)NC(C(=O)NC(CSSCCC=C2)C(=O)N1)C(C)C)C(C)C. Cell line: TK-10. Synergy scores: CSS=32.6, Synergy_ZIP=0.104, Synergy_Bliss=4.73, Synergy_Loewe=-42.6, Synergy_HSA=0.423.